From a dataset of Full USPTO retrosynthesis dataset with 1.9M reactions from patents (1976-2016). Predict the reactants needed to synthesize the given product. Given the product [Br:1][C:2]1[C:7]([F:8])=[CH:6][CH:5]=[C:4]2[C:3]=1[N:9]=[C:10]([Cl:21])[CH:11]=[CH:12]2, predict the reactants needed to synthesize it. The reactants are: [Br:1][C:2]1[C:7]([F:8])=[CH:6][CH:5]=[CH:4][C:3]=1[NH:9][C:10](=O)[CH:11]=[CH:12]C1C=CC=CC=1.[Al+3].[Cl-:21].[Cl-].[Cl-].BrC1C(F)=CC=C2C=1NC(=O)C=C2.